Task: Predict which catalyst facilitates the given reaction.. Dataset: Catalyst prediction with 721,799 reactions and 888 catalyst types from USPTO (1) Reactant: [CH3:1][C:2]1[C:7]([N+:8]([O-])=O)=[CH:6][CH:5]=[CH:4][C:3]=1[O:11][CH3:12]. Product: [CH3:12][O:11][C:3]1[CH:4]=[CH:5][CH:6]=[C:7]([NH2:8])[C:2]=1[CH3:1]. The catalyst class is: 19. (2) The catalyst class is: 6. Product: [CH2:14]([NH:12][C:2]1[C:3]([N+:8]([O-:10])=[O:9])=[N:4][CH:5]=[CH:6][CH:7]=1)[CH3:16]. Reactant: F[C:2]1[C:3]([N+:8]([O-:10])=[O:9])=[N:4][CH:5]=[CH:6][CH:7]=1.C[N:12]([CH:14]=O)C.[CH2:16]1COCC1. (3) Product: [CH3:11][O:12][C:13]([C:15]1[CH:19]=[CH:18][S:17][C:16]=1[C:2]1[CH:7]=[CH:6][C:5]([N+:8]([O-:10])=[O:9])=[CH:4][CH:3]=1)=[O:14]. The catalyst class is: 6. Reactant: Br[C:2]1[CH:7]=[CH:6][C:5]([N+:8]([O-:10])=[O:9])=[CH:4][CH:3]=1.[CH3:11][O:12][C:13]([C:15]1[CH:19]=[CH:18][S:17][CH:16]=1)=[O:14].C([O-])(=O)C.[K+].C1(C)C=CC=CC=1. (4) Reactant: [CH3:1][S:2]([NH:5][C:6]1[CH:7]=[C:8]([C:22](OC)=[O:23])[C:9]([C:12]2[CH:17]=[CH:16][C:15]([C:18]([F:21])([F:20])[F:19])=[CH:14][CH:13]=2)=[CH:10][CH:11]=1)(=[O:4])=[O:3].[H-].[Al+3].[Li+].[H-].[H-].[H-]. Product: [OH:23][CH2:22][C:8]1[CH:7]=[C:6]([NH:5][S:2]([CH3:1])(=[O:4])=[O:3])[CH:11]=[CH:10][C:9]=1[C:12]1[CH:17]=[CH:16][C:15]([C:18]([F:21])([F:19])[F:20])=[CH:14][CH:13]=1. The catalyst class is: 27. (5) Reactant: CO[C:3](=[O:22])[C:4]([C:6]1[C:16]2=[C:17]3[C:12](=[CH:13][CH:14]=[CH:15]2)C(OC(=O)C)CC[N:8]3[CH:7]=1)=O.[NH:23]1[C:31]2[C:26](=[CH:27][CH:28]=[CH:29][CH:30]=2)[C:25]([CH2:32][C:33]([NH2:35])=[O:34])=[CH:24]1.CC(C)([O-])C.[K+].Cl.[O:43]1C[CH2:46][CH2:45][CH2:44]1. Product: [OH:43][CH:44]1[C:16]2[C:17]3=[C:12]([C:6]([C:4]4[C:3](=[O:22])[NH:35][C:33](=[O:34])[C:32]=4[C:25]4[C:26]5[C:31](=[CH:30][CH:29]=[CH:28][CH:27]=5)[NH:23][CH:24]=4)=[CH:7][N:8]3[CH2:46][CH2:45]1)[CH:13]=[CH:14][CH:15]=2. The catalyst class is: 6. (6) Reactant: [CH:1]1[C:10]2[C:5](=[C:6]([C:11]3[CH:12]=[C:13]4[C:18](=[CH:19][CH:20]=3)[C:17]([C:21](O)=[O:22])=[CH:16][CH:15]=[CH:14]4)[CH:7]=[CH:8][CH:9]=2)[CH:4]=[CH:3][N:2]=1.[Cl-].C[N:26](C=O)C. Product: [CH:1]1[C:10]2[C:5](=[C:6]([C:11]3[CH:12]=[C:13]4[C:18](=[CH:19][CH:20]=3)[C:17]([C:21]([NH2:26])=[O:22])=[CH:16][CH:15]=[CH:14]4)[CH:7]=[CH:8][CH:9]=2)[CH:4]=[CH:3][N:2]=1. The catalyst class is: 2. (7) Reactant: [F:1][C:2]([F:7])([F:6])[C:3]([OH:5])=[O:4].[C:8]1([C:14]2[CH:19]=[C:18]([CH:20]3[CH2:25][CH2:24][NH:23][CH2:22][CH2:21]3)[CH:17]=[CH:16][C:15]=2[NH:26][C:27]([C:29]2[NH:30][CH:31]=[C:32]([C:34]#[N:35])[N:33]=2)=[O:28])[CH2:13][CH2:12][CH2:11][CH2:10][CH:9]=1.[N:36]1[CH:41]=[CH:40][CH:39]=[CH:38][C:37]=1[CH:42]=O.CCN(CC)CC.C(O[BH-](OC(=O)C)OC(=O)C)(=O)C.[Na+]. Product: [F:1][C:2]([F:7])([F:6])[C:3]([OH:5])=[O:4].[C:8]1([C:14]2[CH:19]=[C:18]([CH:20]3[CH2:21][CH2:22][N:23]([CH2:42][C:37]4[CH:38]=[CH:39][CH:40]=[CH:41][N:36]=4)[CH2:24][CH2:25]3)[CH:17]=[CH:16][C:15]=2[NH:26][C:27]([C:29]2[NH:30][CH:31]=[C:32]([C:34]#[N:35])[N:33]=2)=[O:28])[CH2:13][CH2:12][CH2:11][CH2:10][CH:9]=1. The catalyst class is: 26. (8) Reactant: FC(F)(F)C(O)=O.FC(F)(F)C(O)=O.FC(F)(F)C(O)=O.[NH:22]1[CH2:25][CH:24]([C:26]2[C:27]([C:32]3[CH:41]=[CH:40][C:35]([C:36]([NH:38][CH3:39])=[O:37])=[C:34]([F:42])[CH:33]=3)=[N:28][CH:29]=[CH:30][N:31]=2)[CH2:23]1.C(=O)([O-])[O-].[K+].[K+].FC(F)(F)S(O[C:55]1[CH:64]=[CH:63][C:62]2[C:57](=[CH:58][C:59]([F:65])=[CH:60][CH:61]=2)[N:56]=1)(=O)=O.N1CCC1. Product: [F:42][C:34]1[CH:33]=[C:32]([C:27]2[C:26]([CH:24]3[CH2:23][N:22]([C:55]4[CH:64]=[CH:63][C:62]5[C:57](=[CH:58][C:59]([F:65])=[CH:60][CH:61]=5)[N:56]=4)[CH2:25]3)=[N:31][CH:30]=[CH:29][N:28]=2)[CH:41]=[CH:40][C:35]=1[C:36]([NH:38][CH3:39])=[O:37]. The catalyst class is: 374. (9) Reactant: C1C=NC2N(O)N=NC=2C=1.[CH:11]([C:14]1[CH:15]=[N:16][C:17]([N:20]2[CH2:25][CH2:24][CH:23]([CH2:26][CH2:27][CH2:28][O:29][C:30]3[CH:38]=[C:37]([CH3:39])[C:33]([C:34](O)=[O:35])=[C:32]([CH3:40])[CH:31]=3)[CH2:22][CH2:21]2)=[N:18][CH:19]=1)([CH3:13])[CH3:12].CCN=C=NCCCN(C)C.CCN(CC)CC.[NH2:59][C@H:60]([CH3:63])[CH2:61][OH:62]. Product: [OH:62][CH2:61][C@H:60]([NH:59][C:34](=[O:35])[C:33]1[C:37]([CH3:39])=[CH:38][C:30]([O:29][CH2:28][CH2:27][CH2:26][CH:23]2[CH2:24][CH2:25][N:20]([C:17]3[N:16]=[CH:15][C:14]([CH:11]([CH3:12])[CH3:13])=[CH:19][N:18]=3)[CH2:21][CH2:22]2)=[CH:31][C:32]=1[CH3:40])[CH3:63]. The catalyst class is: 1. (10) Reactant: [OH:1][C:2]1[CH:28]=[CH:27][CH:26]=[CH:25][C:3]=1[CH2:4][NH:5][C:6]([NH:8][C:9]1[N:13]([C:14]2[CH:19]=[CH:18][C:17]([Cl:20])=[CH:16][CH:15]=2)[N:12]=[C:11]([C:21]([CH3:24])([CH3:23])[CH3:22])[CH:10]=1)=[O:7].[Cl:29][C:30]1[N:35]=[C:34](Cl)[CH:33]=[CH:32][N:31]=1.[OH-].[Na+]. Product: [Cl:29][C:30]1[N:35]=[C:34]([O:1][C:2]2[CH:28]=[CH:27][CH:26]=[CH:25][C:3]=2[CH2:4][NH:5][C:6]([NH:8][C:9]2[N:13]([C:14]3[CH:19]=[CH:18][C:17]([Cl:20])=[CH:16][CH:15]=3)[N:12]=[C:11]([C:21]([CH3:23])([CH3:24])[CH3:22])[CH:10]=2)=[O:7])[CH:33]=[CH:32][N:31]=1. The catalyst class is: 21.